Dataset: NCI-60 drug combinations with 297,098 pairs across 59 cell lines. Task: Regression. Given two drug SMILES strings and cell line genomic features, predict the synergy score measuring deviation from expected non-interaction effect. Drug 1: C1CC(=O)NC(=O)C1N2CC3=C(C2=O)C=CC=C3N. Drug 2: C1C(C(OC1N2C=C(C(=O)NC2=O)F)CO)O. Cell line: SK-MEL-5. Synergy scores: CSS=29.6, Synergy_ZIP=0.499, Synergy_Bliss=0.989, Synergy_Loewe=-33.2, Synergy_HSA=0.806.